Dataset: Reaction yield outcomes from USPTO patents with 853,638 reactions. Task: Predict the reaction yield, written as a fraction of the theoretical maximum amount of product (1.0 means a 100% yield; for example, 0.34 means a 34% yield). (1) The reactants are [C:1]([NH2:9])(=[O:8])[C:2]1[CH:7]=[CH:6][CH:5]=[CH:4][CH:3]=1.I[C:11]1[CH:16]=[CH:15][CH:14]=[CH:13][C:12]=1[N+:17]([O-:19])=[O:18]. No catalyst specified. The product is [N+:17]([C:12]1[CH:13]=[CH:14][CH:15]=[CH:16][C:11]=1[NH:9][C:1](=[O:8])[C:2]1[CH:7]=[CH:6][CH:5]=[CH:4][CH:3]=1)([O-:19])=[O:18]. The yield is 0.700. (2) The reactants are [Cl:1][C:2]1[CH:7]=[CH:6][CH:5]=[C:4]([CH2:8][CH2:9][CH2:10]O)[C:3]=1[OH:12].C1(P(C2C=CC=CC=2)C2C=CC=CC=2)C=CC=CC=1. The catalyst is C1COCC1. The product is [Cl:1][C:2]1[C:3]2[O:12][CH2:10][CH2:9][CH2:8][C:4]=2[CH:5]=[CH:6][CH:7]=1. The yield is 0.830.